Dataset: Full USPTO retrosynthesis dataset with 1.9M reactions from patents (1976-2016). Task: Predict the reactants needed to synthesize the given product. (1) Given the product [C:16]([O:20][C:21]([NH:23][C@H:24]1[CH2:29][CH2:28][CH2:27][N:26]([S:12]([C:10]2[C:11]3[C:2]([Cl:1])=[CH:3][N:4]=[CH:5][C:6]=3[CH:7]=[CH:8][CH:9]=2)(=[O:14])=[O:13])[CH2:25]1)=[O:22])([CH3:19])([CH3:17])[CH3:18].[NH2:23][C@H:24]1[CH2:29][CH2:28][CH2:27][N:26]([S:12]([C:10]2[C:11]3[C:2]([Cl:1])=[CH:3][N:4]=[CH:5][C:6]=3[CH:7]=[CH:8][CH:9]=2)(=[O:14])=[O:13])[CH2:25]1.[ClH:1], predict the reactants needed to synthesize it. The reactants are: [Cl:1][C:2]1[C:11]2[C:10]([S:12](Cl)(=[O:14])=[O:13])=[CH:9][CH:8]=[CH:7][C:6]=2[CH:5]=[N:4][CH:3]=1.[C:16]([O:20][C:21]([NH:23][C@H:24]1[CH2:29][CH2:28][CH2:27][NH:26][CH2:25]1)=[O:22])([CH3:19])([CH3:18])[CH3:17]. (2) Given the product [CH3:17][O:18][C:10](=[O:12])[CH2:9][C:4]1[CH:5]=[CH:6][C:7]([CH3:8])=[C:2]([CH3:1])[CH:3]=1, predict the reactants needed to synthesize it. The reactants are: [CH3:1][C:2]1[CH:3]=[C:4]([CH2:9][C:10]#N)[CH:5]=[CH:6][C:7]=1[CH3:8].[OH:12]S(O)(=O)=O.[CH3:17][OH:18]. (3) The reactants are: C[Mg]I.[Br:4][C:5]1[CH:6]=[C:7]2[C:11](=[CH:12][CH:13]=1)[NH:10][CH:9]=[CH:8]2.Br[C:15]1[S:16][CH:17]=[CH:18][N:19]=1.O. Given the product [Br:4][C:5]1[CH:6]=[C:7]2[C:11](=[CH:12][CH:13]=1)[NH:10][CH:9]=[C:8]2[C:15]1[S:16][CH:17]=[CH:18][N:19]=1, predict the reactants needed to synthesize it. (4) Given the product [CH2:9]([C@H:8]1[O:79][C@@H:78]([C:77]2[CH:80]=[CH:81][N:82]=[CH:83][C:76]=2[N+:73]([O-:75])=[O:74])[CH2:6][C:5]([O:4][Si:3]([CH2:11][CH3:12])([CH2:1][CH3:2])[CH2:13][CH3:14])=[CH:7]1)[CH3:10], predict the reactants needed to synthesize it. The reactants are: [CH2:1]([Si:3]([CH2:13][CH3:14])([CH2:11][CH3:12])[O:4][C:5](/[CH:7]=[CH:8]/[CH2:9][CH3:10])=[CH2:6])[CH3:2].CC(C)(C)/C(/O)=C/C(C(C(C(F)(F)F)(F)F)(F)F)=O.CC(C)(C)/C(/O)=C/C(C(C(C(F)(F)F)(F)F)(F)F)=O.CC(C)(C)/C(/O)=C/C(C(C(C(F)(F)F)(F)F)(F)F)=O.[Eu].[N+:73]([C:76]1[CH:83]=[N:82][CH:81]=[CH:80][C:77]=1[CH:78]=[O:79])([O-:75])=[O:74].